Dataset: Kir2.1 potassium channel HTS with 301,493 compounds. Task: Binary Classification. Given a drug SMILES string, predict its activity (active/inactive) in a high-throughput screening assay against a specified biological target. (1) The compound is s1c(N2CCC(CC2)C(=O)NC2CCCc3c2cccc3)nnc1n1cccc1. The result is 0 (inactive). (2) The result is 0 (inactive). The compound is O1C(CCC1)C(=O)Nc1ccc(Oc2ccccc2)cc1. (3) The result is 0 (inactive). The compound is Brc1cc(C(=O)NNC(=O)c2cc(S(=O)(=O)Nc3ccc(OC)cc3)ccc2)cnc1. (4) The drug is S(=O)(=O)(N(CCC)CCC)c1ccc(C(=O)N2CCCc3c2cccc3)cc1. The result is 0 (inactive). (5) The molecule is S(=O)(=O)(Nc1nccnc1OC)c1ccc(N)cc1. The result is 0 (inactive). (6) The compound is Clc1ccc(NC(=O)C\C=N/OCc2ccc([N+]([O-])=O)cc2)cc1. The result is 0 (inactive).